From a dataset of CYP2D6 inhibition data for predicting drug metabolism from PubChem BioAssay. Regression/Classification. Given a drug SMILES string, predict its absorption, distribution, metabolism, or excretion properties. Task type varies by dataset: regression for continuous measurements (e.g., permeability, clearance, half-life) or binary classification for categorical outcomes (e.g., BBB penetration, CYP inhibition). Dataset: cyp2d6_veith. The compound is CC1CCc2c(C(=O)NCCN3CCOCC3)csc2C1. The result is 1 (inhibitor).